From a dataset of Full USPTO retrosynthesis dataset with 1.9M reactions from patents (1976-2016). Predict the reactants needed to synthesize the given product. (1) Given the product [CH3:10][O:9][C:3]1[CH:4]=[C:5]([CH3:8])[CH:6]=[CH:7][C:2]=1[B:21]([OH:24])[OH:22], predict the reactants needed to synthesize it. The reactants are: Br[C:2]1[CH:7]=[CH:6][C:5]([CH3:8])=[CH:4][C:3]=1[O:9][CH3:10].C([Li])(C)(C)C.CCCCC.[B:21](OC)([O:24]C)[O:22]C. (2) Given the product [Cl:22][CH2:14][C:12]1[CH:11]=[CH:10][C:9]2[N:5]([CH:1]3[CH2:4][CH2:3][CH2:2]3)[C:6](=[O:17])[N:7]([CH3:16])[C:8]=2[CH:13]=1, predict the reactants needed to synthesize it. The reactants are: [CH:1]1([N:5]2[C:9]3[CH:10]=[CH:11][C:12]([CH2:14]O)=[CH:13][C:8]=3[N:7]([CH3:16])[C:6]2=[O:17])[CH2:4][CH2:3][CH2:2]1.CS([Cl:22])(=O)=O. (3) Given the product [Cl:20][CH2:21][C:22]1[N:23]([CH2:35][CH2:36][CH2:37][NH:38][C:7](=[O:11])[CH:8]([CH3:9])[CH3:10])[C:24]2[C:33]3[N:32]=[CH:31][CH:30]=[CH:29][C:28]=3[N:27]=[CH:26][C:25]=2[N:34]=1, predict the reactants needed to synthesize it. The reactants are: [C:7](O[C:7](=[O:11])[CH:8]([CH3:10])[CH3:9])(=[O:11])[CH:8]([CH3:10])[CH3:9].C(N(CC)CC)C.Cl.[Cl:20][CH2:21][C:22]1[N:23]([CH2:35][CH2:36][CH2:37][NH2:38])[C:24]2[C:33]3[N:32]=[CH:31][CH:30]=[CH:29][C:28]=3[N:27]=[CH:26][C:25]=2[N:34]=1. (4) Given the product [F:1][C:2]1[C:7]([F:8])=[CH:6][C:5]2[NH:9][C:16](=[O:15])[CH2:17][C:18]([C:20]3[CH:25]=[CH:24][CH:23]=[C:22]([C:26]4[CH:31]=[CH:30][N:29]=[C:28]([CH3:32])[CH:27]=4)[CH:21]=3)=[N:10][C:4]=2[CH:3]=1, predict the reactants needed to synthesize it. The reactants are: [F:1][C:2]1[C:7]([F:8])=[CH:6][C:5]([NH2:9])=[C:4]([NH2:10])[CH:3]=1.C([O:15][C:16](=O)[CH2:17][C:18]([C:20]1[CH:25]=[CH:24][CH:23]=[C:22]([C:26]2[CH:31]=[CH:30][N:29]=[C:28]([CH3:32])[CH:27]=2)[CH:21]=1)=O)(C)(C)C. (5) Given the product [CH:1]([C:4]1[CH:5]=[CH:6][C:7]([NH:10][C:11]([C:13]2([OH:26])[CH2:18][CH2:17][NH:16][CH2:15][CH2:14]2)=[O:12])=[CH:8][CH:9]=1)([CH3:3])[CH3:2], predict the reactants needed to synthesize it. The reactants are: [CH:1]([C:4]1[CH:9]=[CH:8][C:7]([NH:10][C:11]([C:13]2([OH:26])[CH2:18][CH2:17][N:16](CC3C=CC=CC=3)[CH2:15][CH2:14]2)=[O:12])=[CH:6][CH:5]=1)([CH3:3])[CH3:2]. (6) Given the product [N+:1]([C:4]1[C:13]2[C:8](=[CH:9][C:10]([CH:14]=[CH2:15])=[CH:11][CH:12]=2)[CH:7]=[CH:6][C:5]=1[O:16][S:25]([C:28]([F:31])([F:30])[F:29])(=[O:26])=[O:24])([O-:3])=[O:2], predict the reactants needed to synthesize it. The reactants are: [N+:1]([C:4]1[C:13]2[C:8](=[CH:9][C:10]([CH:14]=[CH2:15])=[CH:11][CH:12]=2)[CH:7]=[CH:6][C:5]=1[OH:16])([O-:3])=[O:2].CCN(CC)CC.[O:24](S(C(F)(F)F)(=O)=O)[S:25]([C:28]([F:31])([F:30])[F:29])(=O)=[O:26].